From a dataset of TCR-epitope binding with 47,182 pairs between 192 epitopes and 23,139 TCRs. Binary Classification. Given a T-cell receptor sequence (or CDR3 region) and an epitope sequence, predict whether binding occurs between them. (1) The epitope is FRYMNSQGL. The TCR CDR3 sequence is CASSLVYDRSYEQYF. Result: 0 (the TCR does not bind to the epitope). (2) The epitope is TPINLVRDL. The TCR CDR3 sequence is CASSQGWDSNSPLHF. Result: 1 (the TCR binds to the epitope).